The task is: Predict the reaction yield, written as a fraction of the theoretical maximum amount of product (1.0 means a 100% yield; for example, 0.34 means a 34% yield).. This data is from Reaction yield outcomes from USPTO patents with 853,638 reactions. The reactants are Cl.[OH:2][CH2:3][CH:4]1[CH2:9][NH:8][CH2:7][CH2:6][N:5]1[CH2:10][CH:11]([N:15]1[CH:19]=[C:18]([C:20]2[C:21]3[CH:28]=[CH:27][N:26]([CH2:29][O:30][CH2:31][CH2:32][Si:33]([CH3:36])([CH3:35])[CH3:34])[C:22]=3[N:23]=[CH:24][N:25]=2)[CH:17]=[N:16]1)[CH2:12][C:13]#[N:14].[C:37]([C:39]1[CH:47]=[CH:46][C:42]([C:43](O)=[O:44])=[C:41]([F:48])[CH:40]=1)#[N:38].F[P-](F)(F)(F)(F)F.C[N+](C)=C(N(C)C)ON1C2N=CC=CC=2N=N1.C(N(CC)CC)C. The catalyst is C1COCC1.O.C(OCC)(=O)C. The product is [C:13]([CH2:12][CH:11]([N:15]1[CH:19]=[C:18]([C:20]2[C:21]3[CH:28]=[CH:27][N:26]([CH2:29][O:30][CH2:31][CH2:32][Si:33]([CH3:35])([CH3:34])[CH3:36])[C:22]=3[N:23]=[CH:24][N:25]=2)[CH:17]=[N:16]1)[CH2:10][N:5]1[CH2:6][CH2:7][N:8]([C:43]([C:42]2[CH:46]=[CH:47][C:39]([C:37]#[N:38])=[CH:40][C:41]=2[F:48])=[O:44])[CH2:9][CH:4]1[CH2:3][OH:2])#[N:14]. The yield is 0.680.